This data is from Reaction yield outcomes from USPTO patents with 853,638 reactions. The task is: Predict the reaction yield, written as a fraction of the theoretical maximum amount of product (1.0 means a 100% yield; for example, 0.34 means a 34% yield). The reactants are [CH3:1][C:2]1[CH:3]=[C:4]([Mg]Br)[CH:5]=[CH:6][CH:7]=1.[N:10]12[CH2:17][CH2:16][C:13]([C:18]([O:20]CC)=O)([CH2:14][CH2:15]1)[CH2:12][CH2:11]2. The catalyst is C1COCC1. The product is [N:10]12[CH2:11][CH2:12][C:13]([C:18]([C:6]3[CH:5]=[CH:4][CH:3]=[C:2]([CH3:1])[CH:7]=3)([C:6]3[CH:5]=[CH:4][CH:3]=[C:2]([CH3:1])[CH:7]=3)[OH:20])([CH2:14][CH2:15]1)[CH2:16][CH2:17]2. The yield is 0.694.